From a dataset of Acute oral toxicity (LD50) regression data from Zhu et al.. Regression/Classification. Given a drug SMILES string, predict its toxicity properties. Task type varies by dataset: regression for continuous values (e.g., LD50, hERG inhibition percentage) or binary classification for toxic/non-toxic outcomes (e.g., AMES mutagenicity, cardiotoxicity, hepatotoxicity). Dataset: ld50_zhu. (1) The molecule is CCOCC(O)(c1ccc(Cl)cc1)c1ccc(Cl)cc1. The rat oral LD50 is 1.79, given as -log10 of the dose in mol/kg body weight (higher means more acutely toxic). (2) The drug is CC(=O)OC(C)(C)CCc1ccccc1. The rat oral LD50 is 1.63, given as -log10 of the dose in mol/kg body weight (higher means more acutely toxic). (3) The molecule is CCCCc1c(OC(=O)C23CC4CC(CC(C4)C2)C3)n(-c2ccccc2)n(-c2ccccc2)c1=O. The rat oral LD50 is 2.44, given as -log10 of the dose in mol/kg body weight (higher means more acutely toxic).